Dataset: Reaction yield outcomes from USPTO patents with 853,638 reactions. Task: Predict the reaction yield, written as a fraction of the theoretical maximum amount of product (1.0 means a 100% yield; for example, 0.34 means a 34% yield). (1) The reactants are [CH3:1][O:2][C:3]([C:5]1[N:9]([C:10]([O:12][C:13]([CH3:16])([CH3:15])[CH3:14])=[O:11])[C:8]2[CH:17]=[CH:18][O:19][C:7]=2[CH:6]=1)=[O:4].CCCC[N+](CCCC)(CCCC)CCCC.[F-].C1COCC1.C1C(=O)N([Br:50])C(=O)C1. The catalyst is C(Cl)Cl. The product is [CH3:1][O:2][C:3]([C:5]1[N:9]([C:10]([O:12][C:13]([CH3:16])([CH3:14])[CH3:15])=[O:11])[C:8]2[CH:17]=[C:18]([Br:50])[O:19][C:7]=2[CH:6]=1)=[O:4]. The yield is 0.650. (2) The reactants are CN(C)C=O.[F:6][C:7]1[CH:14]=[CH:13][C:10]([CH2:11][OH:12])=[CH:9][CH:8]=1.[H-].[Na+].Br[C:18]1[CH:23]=[CH:22][C:21]([Br:24])=[CH:20][N:19]=1. The catalyst is O. The product is [Br:24][C:21]1[CH:22]=[CH:23][C:18]([O:12][CH2:11][C:10]2[CH:13]=[CH:14][C:7]([F:6])=[CH:8][CH:9]=2)=[N:19][CH:20]=1. The yield is 0.898. (3) The product is [N:8]1[C:9]2[C:4](=[CH:3][C:2]([CH:1]=[O:14])=[CH:11][CH:10]=2)[CH:5]=[CH:6][CH:7]=1. No catalyst specified. The yield is 0.200. The reactants are [CH3:1][C:2]1[CH:3]=[C:4]2[C:9](=[CH:10][CH:11]=1)[N:8]=[CH:7][CH:6]=[CH:5]2.CC[O:14]C(C)=O. (4) The reactants are [CH2:1]([C:4]1[N:8]([CH2:9][C:10]2[CH:11]=[N:12][C:13]([C:16]3[CH:21]=[CH:20][CH:19]=[CH:18][C:17]=3[C:22]3[NH:26][N:25]=[N:24][N:23]=3)=[CH:14][CH:15]=2)[N:7]=[C:6]([C:27](O)=[O:28])[CH:5]=1)[CH2:2][CH3:3].CN(C(ON1N=NC2C=CC=NC1=2)=[N+](C)C)C.F[P-](F)(F)(F)(F)F.CCN(C(C)C)C(C)C.CN(C=O)C.[NH2:68][C@H:69]([CH2:74][C:75]1[CH:80]=[CH:79][CH:78]=[CH:77][C:76]=1[F:81])[CH2:70][C:71]([OH:73])=[O:72].Cl. No catalyst specified. The product is [F:81][C:76]1[CH:77]=[CH:78][CH:79]=[CH:80][C:75]=1[CH2:74][C@@H:69]([NH:68][C:27]([C:6]1[CH:5]=[C:4]([CH2:1][CH2:2][CH3:3])[N:8]([CH2:9][C:10]2[CH:11]=[N:12][C:13]([C:16]3[CH:21]=[CH:20][CH:19]=[CH:18][C:17]=3[C:22]3[NH:26][N:25]=[N:24][N:23]=3)=[CH:14][CH:15]=2)[N:7]=1)=[O:28])[CH2:70][C:71]([OH:73])=[O:72]. The yield is 1.00. (5) The reactants are [CH3:1][O:2][C:3]1[CH:4]=[CH:5][C:6]([N+:12]([O-:14])=[O:13])=[C:7]([CH:11]=1)[C:8]([OH:10])=O.[NH2:15][C:16]1[CH:21]=[CH:20][C:19]([Cl:22])=[CH:18][N:17]=1.N1C=CC=CC=1.P(Cl)(Cl)(Cl)=O. The catalyst is O.C(#N)C. The product is [N+:12]([C:6]1[CH:5]=[CH:4][C:3]([O:2][CH3:1])=[CH:11][C:7]=1[C:8]([NH:15][C:16]1[CH:21]=[CH:20][C:19]([Cl:22])=[CH:18][N:17]=1)=[O:10])([O-:14])=[O:13]. The yield is 0.882. (6) The reactants are [NH:1]([CH2:3][C:4]([OH:6])=[O:5])[CH3:2].[CH3:7][CH:8]([CH3:25])[C:9]([O:11][CH2:12][CH2:13][O:14][C:15](ON1C(=O)CCC1=O)=[O:16])=[O:10]. No catalyst specified. The product is [CH3:2][N:1]([C:15]([O:14][CH2:13][CH2:12][O:11][C:9](=[O:10])[CH:8]([CH3:7])[CH3:25])=[O:16])[CH2:3][C:4]([OH:6])=[O:5]. The yield is 0.850. (7) The reactants are Br[C:2]1[N:7]=[CH:6][C:5]([NH:8][C:9]([NH:11][CH2:12][CH2:13][CH2:14][CH2:15][N:16]2[CH2:21][CH2:20][CH2:19][CH2:18][CH2:17]2)=[O:10])=[CH:4][CH:3]=1.[CH3:22][O:23][C:24]1[CH:29]=[CH:28][C:27](B(O)O)=[CH:26][CH:25]=1.C(=O)([O-])[O-].[Na+].[Na+]. The catalyst is C(#N)C.C1C=CC([P]([Pd]([P](C2C=CC=CC=2)(C2C=CC=CC=2)C2C=CC=CC=2)([P](C2C=CC=CC=2)(C2C=CC=CC=2)C2C=CC=CC=2)[P](C2C=CC=CC=2)(C2C=CC=CC=2)C2C=CC=CC=2)(C2C=CC=CC=2)C2C=CC=CC=2)=CC=1. The product is [CH3:22][O:23][C:24]1[CH:29]=[CH:28][C:27]([C:2]2[N:7]=[CH:6][C:5]([NH:8][C:9]([NH:11][CH2:12][CH2:13][CH2:14][CH2:15][N:16]3[CH2:21][CH2:20][CH2:19][CH2:18][CH2:17]3)=[O:10])=[CH:4][CH:3]=2)=[CH:26][CH:25]=1. The yield is 0.337. (8) The reactants are [OH:1][C:2]1[C:3]2[C:7]([CH:8]=[C:9]([C:11]([O:13][CH3:14])=[O:12])[CH:10]=1)=[N:6][N:5]([CH3:15])[CH:4]=2.Br[C:17]1[CH:22]=[CH:21][C:20]([C:23]([N:25]2[CH2:29][CH2:28][CH2:27][CH2:26]2)=[O:24])=[C:19]([F:30])[CH:18]=1.P([O-])([O-])([O-])=O.[K+].[K+].[K+].C(P(C(C)(C)C)C1C=CC=CC=1C1C(C(C)C)=CC(C(C)C)=CC=1C(C)C)(C)(C)C. The catalyst is C1(C)C=CC=CC=1.C([O-])(=O)C.[Pd+2].C([O-])(=O)C. The product is [F:30][C:19]1[CH:18]=[C:17]([CH:22]=[CH:21][C:20]=1[C:23]([N:25]1[CH2:29][CH2:28][CH2:27][CH2:26]1)=[O:24])[O:1][C:2]1[C:3]2[C:7]([CH:8]=[C:9]([C:11]([O:13][CH3:14])=[O:12])[CH:10]=1)=[N:6][N:5]([CH3:15])[CH:4]=2. The yield is 0.130. (9) The reactants are [N:1]1[CH:6]=[CH:5][CH:4]=[C:3]([CH2:7]P(=O)(OCC)OCC)[CH:2]=1.C(O[K])(C)(C)C.[CH:22]([C:24]1[C:32]2[C:27](=[CH:28][C:29]([C:33]#[N:34])=[CH:30][CH:31]=2)[NH:26][N:25]=1)=O.C([O-])(O)=O.[Na+]. The catalyst is CN(C=O)C.O. The product is [N:1]1[CH:6]=[CH:5][CH:4]=[C:3](/[CH:7]=[CH:22]/[C:24]2[C:32]3[C:27](=[CH:28][C:29]([C:33]#[N:34])=[CH:30][CH:31]=3)[NH:26][N:25]=2)[CH:2]=1. The yield is 0.670. (10) The reactants are [CH3:1][C:2]1[CH:7]=[CH:6][N+:5]([O-])=[C:4]([NH:9][C:10](=[O:15])[C:11]([CH3:14])([CH3:13])[CH3:12])[CH:3]=1.CCN(CC)CC.O=P(Cl)(Cl)[Cl:25]. No catalyst specified. The product is [Cl:25][C:6]1[N:5]=[C:4]([NH:9][C:10](=[O:15])[C:11]([CH3:14])([CH3:13])[CH3:12])[CH:3]=[C:2]([CH3:1])[CH:7]=1. The yield is 0.160.